Dataset: TCR-epitope binding with 47,182 pairs between 192 epitopes and 23,139 TCRs. Task: Binary Classification. Given a T-cell receptor sequence (or CDR3 region) and an epitope sequence, predict whether binding occurs between them. The epitope is NQKLIANQF. The TCR CDR3 sequence is CASSQEWLAVSTDTQYF. Result: 0 (the TCR does not bind to the epitope).